This data is from NCI-60 drug combinations with 297,098 pairs across 59 cell lines. The task is: Regression. Given two drug SMILES strings and cell line genomic features, predict the synergy score measuring deviation from expected non-interaction effect. (1) Synergy scores: CSS=2.34, Synergy_ZIP=-3.85, Synergy_Bliss=-8.09, Synergy_Loewe=-5.19, Synergy_HSA=-5.16. Drug 2: CC(C)CN1C=NC2=C1C3=CC=CC=C3N=C2N. Drug 1: CN1C(=O)N2C=NC(=C2N=N1)C(=O)N. Cell line: HOP-62. (2) Drug 1: C1CN1P(=S)(N2CC2)N3CC3. Drug 2: C1=NC2=C(N=C(N=C2N1C3C(C(C(O3)CO)O)F)Cl)N. Cell line: NCIH23. Synergy scores: CSS=23.0, Synergy_ZIP=-5.53, Synergy_Bliss=-0.935, Synergy_Loewe=-17.5, Synergy_HSA=0.211. (3) Drug 1: C1=CC(=CC=C1CC(C(=O)O)N)N(CCCl)CCCl.Cl. Drug 2: CC1CCC2CC(C(=CC=CC=CC(CC(C(=O)C(C(C(=CC(C(=O)CC(OC(=O)C3CCCCN3C(=O)C(=O)C1(O2)O)C(C)CC4CCC(C(C4)OC)O)C)C)O)OC)C)C)C)OC. Cell line: SN12C. Synergy scores: CSS=17.1, Synergy_ZIP=-9.07, Synergy_Bliss=-6.05, Synergy_Loewe=-10.6, Synergy_HSA=-3.84. (4) Drug 1: CS(=O)(=O)C1=CC(=C(C=C1)C(=O)NC2=CC(=C(C=C2)Cl)C3=CC=CC=N3)Cl. Drug 2: CC1=C(C=C(C=C1)NC(=O)C2=CC=C(C=C2)CN3CCN(CC3)C)NC4=NC=CC(=N4)C5=CN=CC=C5. Cell line: PC-3. Synergy scores: CSS=8.33, Synergy_ZIP=4.48, Synergy_Bliss=12.1, Synergy_Loewe=10.1, Synergy_HSA=10.2. (5) Drug 1: CCCS(=O)(=O)NC1=C(C(=C(C=C1)F)C(=O)C2=CNC3=C2C=C(C=N3)C4=CC=C(C=C4)Cl)F. Drug 2: CN1C(=O)N2C=NC(=C2N=N1)C(=O)N. Cell line: M14. Synergy scores: CSS=17.9, Synergy_ZIP=-5.16, Synergy_Bliss=-9.10, Synergy_Loewe=-40.9, Synergy_HSA=-12.6. (6) Drug 1: CC1OCC2C(O1)C(C(C(O2)OC3C4COC(=O)C4C(C5=CC6=C(C=C35)OCO6)C7=CC(=C(C(=C7)OC)O)OC)O)O. Drug 2: C1CC(C1)(C(=O)O)C(=O)O.[NH2-].[NH2-].[Pt+2]. Cell line: MALME-3M. Synergy scores: CSS=32.1, Synergy_ZIP=-11.7, Synergy_Bliss=-2.55, Synergy_Loewe=-1.14, Synergy_HSA=0.969. (7) Drug 1: C1=NC2=C(N1)C(=S)N=C(N2)N. Drug 2: CC1CCCC2(C(O2)CC(NC(=O)CC(C(C(=O)C(C1O)C)(C)C)O)C(=CC3=CSC(=N3)C)C)C. Cell line: IGROV1. Synergy scores: CSS=35.9, Synergy_ZIP=0.824, Synergy_Bliss=1.04, Synergy_Loewe=0.178, Synergy_HSA=0.225.